This data is from NCI-60 drug combinations with 297,098 pairs across 59 cell lines. The task is: Regression. Given two drug SMILES strings and cell line genomic features, predict the synergy score measuring deviation from expected non-interaction effect. (1) Synergy scores: CSS=38.5, Synergy_ZIP=-1.95, Synergy_Bliss=5.50, Synergy_Loewe=1.24, Synergy_HSA=7.35. Drug 1: COC1=C(C=C2C(=C1)N=CN=C2NC3=CC(=C(C=C3)F)Cl)OCCCN4CCOCC4. Drug 2: CC1=C(C(=CC=C1)Cl)NC(=O)C2=CN=C(S2)NC3=CC(=NC(=N3)C)N4CCN(CC4)CCO. Cell line: OVCAR-8. (2) Drug 1: CC1=C(C(=O)C2=C(C1=O)N3CC4C(C3(C2COC(=O)N)OC)N4)N. Drug 2: C1CNP(=O)(OC1)N(CCCl)CCCl. Cell line: SK-MEL-28. Synergy scores: CSS=10.3, Synergy_ZIP=-5.00, Synergy_Bliss=-0.382, Synergy_Loewe=-16.0, Synergy_HSA=-1.28.